From a dataset of Full USPTO retrosynthesis dataset with 1.9M reactions from patents (1976-2016). Predict the reactants needed to synthesize the given product. (1) Given the product [F:40][C:41]1[CH:46]=[CH:45][C:44]([C:2]2[CH:3]=[C:4]([CH:8]([NH:14][C:15]([C@@H:17]3[CH2:22][CH2:21][CH2:20][N:19]([C:23](=[O:39])[CH2:24][CH2:25][CH:26]4[CH2:27][CH2:28][N:29]([C:32]([O:34][C:35]([CH3:36])([CH3:38])[CH3:37])=[O:33])[CH2:30][CH2:31]4)[CH2:18]3)=[O:16])[CH2:9][C:10]([O:12][CH3:13])=[O:11])[CH:5]=[N:6][CH:7]=2)=[CH:43][C:42]=1[N+:50]([O-:52])=[O:51], predict the reactants needed to synthesize it. The reactants are: Br[C:2]1[CH:3]=[C:4]([CH:8]([NH:14][C:15]([C@@H:17]2[CH2:22][CH2:21][CH2:20][N:19]([C:23](=[O:39])[CH2:24][CH2:25][CH:26]3[CH2:31][CH2:30][N:29]([C:32]([O:34][C:35]([CH3:38])([CH3:37])[CH3:36])=[O:33])[CH2:28][CH2:27]3)[CH2:18]2)=[O:16])[CH2:9][C:10]([O:12][CH3:13])=[O:11])[CH:5]=[N:6][CH:7]=1.[F:40][C:41]1[CH:46]=[CH:45][C:44](B(O)O)=[CH:43][C:42]=1[N+:50]([O-:52])=[O:51].[F-].[K+]. (2) Given the product [CH3:10][O:11][CH2:12][O:23][C:20]1[CH:21]=[CH:22][C:17]([CH2:14][CH2:15][CH3:16])=[CH:18][CH:19]=1, predict the reactants needed to synthesize it. The reactants are: C(N(C(C)C)C(C)C)C.[CH3:10][O:11][CH2:12]Cl.[CH2:14]([C:17]1[CH:22]=[CH:21][C:20]([OH:23])=[CH:19][CH:18]=1)[CH2:15][CH3:16].O. (3) Given the product [NH2:1][C:2]1[C:3]([C:10]([O:12][CH2:13][CH3:14])=[O:11])=[N:4][C:5]([Cl:9])=[N:6][C:7]=1[N:15]1[CH:19]=[CH:18][CH:17]=[N:16]1, predict the reactants needed to synthesize it. The reactants are: [NH2:1][C:2]1[C:3]([C:10]([O:12][CH2:13][CH3:14])=[O:11])=[N:4][C:5]([Cl:9])=[N:6][C:7]=1Cl.[NH:15]1[CH:19]=[CH:18][CH:17]=[N:16]1. (4) The reactants are: [H-].[Na+].[Br:3][C:4]1[C:12]2[NH:11][C:10]3[CH2:13][CH2:14][N:15]([CH3:17])[CH2:16][C:9]=3[C:8]=2[CH:7]=[C:6]([CH3:18])[CH:5]=1.Br[CH2:20][C:21]([C:23]1[CH:28]=[CH:27][C:26]([F:29])=[CH:25][CH:24]=1)=[CH2:22]. Given the product [Br:3][C:4]1[C:12]2[N:11]([CH2:22][C:21]([C:23]3[CH:28]=[CH:27][C:26]([F:29])=[CH:25][CH:24]=3)=[CH2:20])[C:10]3[CH2:13][CH2:14][N:15]([CH3:17])[CH2:16][C:9]=3[C:8]=2[CH:7]=[C:6]([CH3:18])[CH:5]=1, predict the reactants needed to synthesize it. (5) Given the product [NH2:1][C:4]1[CH:22]=[CH:21][C:7]2[N:8]([CH2:16][C:17]([F:20])([F:19])[F:18])[CH:9]([C:12]([F:13])([F:14])[F:15])[CH2:10][O:11][C:6]=2[CH:5]=1, predict the reactants needed to synthesize it. The reactants are: [N+:1]([C:4]1[CH:22]=[CH:21][C:7]2[N:8]([CH2:16][C:17]([F:20])([F:19])[F:18])[CH:9]([C:12]([F:15])([F:14])[F:13])[CH2:10][O:11][C:6]=2[CH:5]=1)([O-])=O. (6) Given the product [CH3:22][CH:21]([CH3:23])[CH2:20][C@H:19]([NH:18][C:27]([O:29][CH2:30][C:31]1[CH:36]=[CH:35][CH:34]=[CH:33][CH:32]=1)=[O:28])[C:24]([NH:17][NH:16][C:14]([C:12]1[S:13][C:9]([NH:8][CH2:7][C:1]2[CH:2]=[CH:3][CH:4]=[CH:5][CH:6]=2)=[CH:10][CH:11]=1)=[O:15])=[O:25], predict the reactants needed to synthesize it. The reactants are: [C:1]1([CH2:7][NH:8][C:9]2[S:13][C:12]([C:14]([NH:16][NH2:17])=[O:15])=[CH:11][CH:10]=2)[CH:6]=[CH:5][CH:4]=[CH:3][CH:2]=1.[NH:18]([C:27]([O:29][CH2:30][C:31]1[CH:36]=[CH:35][CH:34]=[CH:33][CH:32]=1)=[O:28])[C@H:19]([C:24](O)=[O:25])[CH2:20][CH:21]([CH3:23])[CH3:22].C(Cl)CCl.C1C=CC2N(O)N=NC=2C=1. (7) Given the product [NH2:17][C:15]1[C:16]2[C:8]([C:5]3[CH:4]=[CH:3][C:2]([NH:1][C:24]4[C:25](=[O:30])[C:26](=[O:27])[C:23]=4[O:22][CH2:20][CH3:21])=[CH:7][CH:6]=3)=[C:9]([CH2:18][CH3:19])[S:10][C:11]=2[N:12]=[CH:13][N:14]=1, predict the reactants needed to synthesize it. The reactants are: [NH2:1][C:2]1[CH:7]=[CH:6][C:5]([C:8]2[C:16]3[C:15]([NH2:17])=[N:14][CH:13]=[N:12][C:11]=3[S:10][C:9]=2[CH2:18][CH3:19])=[CH:4][CH:3]=1.[CH2:20]([O:22][C:23]1[C:24](=O)[C:25](=[O:30])[C:26]=1[O:27]CC)[CH3:21].